From a dataset of NCI-60 drug combinations with 297,098 pairs across 59 cell lines. Regression. Given two drug SMILES strings and cell line genomic features, predict the synergy score measuring deviation from expected non-interaction effect. (1) Drug 1: C1=CC(=CC=C1CCC2=CNC3=C2C(=O)NC(=N3)N)C(=O)NC(CCC(=O)O)C(=O)O. Drug 2: C1=CC=C(C(=C1)C(C2=CC=C(C=C2)Cl)C(Cl)Cl)Cl. Cell line: RXF 393. Synergy scores: CSS=23.8, Synergy_ZIP=7.98, Synergy_Bliss=8.80, Synergy_Loewe=-0.727, Synergy_HSA=8.42. (2) Drug 1: CN(CC1=CN=C2C(=N1)C(=NC(=N2)N)N)C3=CC=C(C=C3)C(=O)NC(CCC(=O)O)C(=O)O. Drug 2: C1CN(P(=O)(OC1)NCCCl)CCCl. Cell line: SK-MEL-5. Synergy scores: CSS=43.3, Synergy_ZIP=9.26, Synergy_Bliss=8.62, Synergy_Loewe=-18.9, Synergy_HSA=8.01.